Task: Predict which catalyst facilitates the given reaction.. Dataset: Catalyst prediction with 721,799 reactions and 888 catalyst types from USPTO Reactant: [OH-].[Na+].C[O:4][C:5]([C:7]1[NH:8][CH:9]=[C:10]([CH2:12][CH2:13][C:14]2[CH:19]=[CH:18][CH:17]=[CH:16][CH:15]=2)[CH:11]=1)=[O:6]. Product: [CH2:12]([C:10]1[CH:11]=[C:7]([C:5]([OH:6])=[O:4])[NH:8][CH:9]=1)[CH2:13][C:14]1[CH:15]=[CH:16][CH:17]=[CH:18][CH:19]=1. The catalyst class is: 5.